The task is: Predict the reactants needed to synthesize the given product.. This data is from Full USPTO retrosynthesis dataset with 1.9M reactions from patents (1976-2016). (1) Given the product [CH3:17][O:16][C:12]1[CH:13]=[CH:14][C:15]2[N:7]3[C:8]([O:18][CH2:4][CH2:5][CH2:6]3)=[CH:9][C:10]=2[N:11]=1, predict the reactants needed to synthesize it. The reactants are: [H-].[Na+].Br[CH2:4][CH2:5][CH2:6][N:7]1[C:15]2[C:10](=[N:11][C:12]([O:16][CH3:17])=[CH:13][CH:14]=2)[CH2:9][C:8]1=[O:18]. (2) Given the product [CH3:17][CH:13]1[CH2:12][N:11]([C:4]2[C:5]3[S:10][CH:9]=[CH:8][C:6]=3[N:7]=[C:2]([C:22]3[CH:21]=[N:20][C:19]([NH2:18])=[N:24][CH:23]=3)[N:3]=2)[CH2:16][CH2:15][O:14]1, predict the reactants needed to synthesize it. The reactants are: Cl[C:2]1[N:3]=[C:4]([N:11]2[CH2:16][CH2:15][O:14][CH:13]([CH3:17])[CH2:12]2)[C:5]2[S:10][CH:9]=[CH:8][C:6]=2[N:7]=1.[NH2:18][C:19]1[N:24]=[CH:23][C:22](B2OC(C)(C)C(C)(C)O2)=[CH:21][N:20]=1.CC#N.CC([O-])=O.[K+].